This data is from Reaction yield outcomes from USPTO patents with 853,638 reactions. The task is: Predict the reaction yield, written as a fraction of the theoretical maximum amount of product (1.0 means a 100% yield; for example, 0.34 means a 34% yield). (1) The reactants are [Br:1][C:2]1[NH:10][C:9]2[C:8](=[O:11])[NH:7][C:6](=[O:12])[N:5]([CH3:13])[C:4]=2[N:3]=1.[F:14][C:15]([F:25])([F:24])[C:16]1[CH:23]=[CH:22][CH:21]=[CH:20][C:17]=1[CH2:18]Br. No catalyst specified. The product is [Br:1][C:2]1[N:10]([CH2:18][C:17]2[CH:20]=[CH:21][CH:22]=[CH:23][C:16]=2[C:15]([F:14])([F:24])[F:25])[C:9]2[C:8](=[O:11])[NH:7][C:6](=[O:12])[N:5]([CH3:13])[C:4]=2[N:3]=1. The yield is 0.690. (2) The reactants are [C:1]([O:5][C:6]([NH:8][CH:9]1[C:23](=[O:24])[N:22]2[CH2:25][C@H:26]([O:28][C:29]3[CH:34]=[C:33]([C:35]4[CH:40]=[CH:39][CH:38]=[CH:37][N:36]=4)[N:32]=[C:31]4[CH:41]=[CH:42][S:43][C:30]=34)[CH2:27][C@H:21]2[C:20](=[O:44])[NH:19][C@:18]2([C:46]([O:48]C)=[O:47])[CH2:45][C@H:17]2[CH:16]=[CH:15][CH2:14][CH2:13][CH2:12][CH2:11][CH2:10]1)=[O:7])([CH3:4])([CH3:3])[CH3:2].O1CCCC1.[OH-].[Li+]. The catalyst is CO. The product is [C:1]([O:5][C:6]([NH:8][C@@H:9]1[C:23](=[O:24])[N:22]2[CH2:25][C@H:26]([O:28][C:29]3[CH:34]=[C:33]([C:35]4[CH:40]=[CH:39][CH:38]=[CH:37][N:36]=4)[N:32]=[C:31]4[CH:41]=[CH:42][S:43][C:30]=34)[CH2:27][C@H:21]2[C:20](=[O:44])[NH:19][C@:18]2([C:46]([OH:48])=[O:47])[CH2:45][C@H:17]2[CH:16]=[CH:15][CH2:14][CH2:13][CH2:12][CH2:11][CH2:10]1)=[O:7])([CH3:4])([CH3:2])[CH3:3]. The yield is 0.300. (3) The reactants are Br[C:2]1[CH:3]=[CH:4][C:5]([Cl:8])=[N:6][CH:7]=1.[CH3:9][C:10]([Si:13]([CH3:24])([CH3:23])[O:14][CH2:15][CH2:16][N:17]1[CH2:22][CH2:21][NH:20][CH2:19][CH2:18]1)([CH3:12])[CH3:11].C1(P(C2C=CC=CC=2)C2C3OC4C(=CC=CC=4P(C4C=CC=CC=4)C4C=CC=CC=4)C(C)(C)C=3C=CC=2)C=CC=CC=1.CC(C)([O-])C.[Na+].C(=O)(O)[O-].[Na+]. The catalyst is C1C=CC(/C=C/C(/C=C/C2C=CC=CC=2)=O)=CC=1.C1C=CC(/C=C/C(/C=C/C2C=CC=CC=2)=O)=CC=1.C1C=CC(/C=C/C(/C=C/C2C=CC=CC=2)=O)=CC=1.[Pd].[Pd].C1(C)C=CC=CC=1. The product is [Cl:8][C:5]1[N:6]=[CH:7][C:2]([N:20]2[CH2:19][CH2:18][N:17]([CH2:16][CH2:15][O:14][Si:13]([C:10]([CH3:12])([CH3:11])[CH3:9])([CH3:23])[CH3:24])[CH2:22][CH2:21]2)=[CH:3][CH:4]=1. The yield is 0.927. (4) The product is [C:11]1([C:17]([C:18]2[CH:19]=[CH:20][CH:21]=[CH:22][CH:23]=2)=[CH:5][C:4]2[CH:3]=[C:2]([Br:1])[CH:9]=[C:8]([Br:10])[CH:7]=2)[CH:16]=[CH:15][CH:14]=[CH:13][CH:12]=1. The yield is 0.740. The catalyst is O. The reactants are [Br:1][C:2]1[CH:3]=[C:4]([CH:7]=[C:8]([Br:10])[CH:9]=1)[CH:5]=O.[C:11]1([CH:17](P(=O)(OCC)OCC)[C:18]2[CH:23]=[CH:22][CH:21]=[CH:20][CH:19]=2)[CH:16]=[CH:15][CH:14]=[CH:13][CH:12]=1.CS(C)=O.CC(C)([O-])C.[K+].